Predict which catalyst facilitates the given reaction. From a dataset of Catalyst prediction with 721,799 reactions and 888 catalyst types from USPTO. (1) Reactant: [Br-].C1([P+](C2C=CC=CC=2)(C2C=CC=CC=2)[CH2:9][CH2:10][CH2:11][CH2:12][CH2:13][CH2:14][CH2:15][CH2:16][CH2:17][CH2:18][C:19]2[CH:24]=[CH:23][CH:22]=[CH:21][CH:20]=2)C=CC=CC=1.CC(C)([O-])C.[K+].[CH3:43][N:44]([CH2:55][CH2:56][CH2:57][CH2:58][CH:59]=O)[C:45](=[O:54])[O:46][CH2:47][C:48]1[CH:53]=[CH:52][CH:51]=[CH:50][CH:49]=1.C(OC)(C)(C)C. Product: [CH3:43][N:44]([CH2:55][CH2:56][CH2:57][CH2:58][CH:59]=[CH:9][CH2:10][CH2:11][CH2:12][CH2:13][CH2:14][CH2:15][CH2:16][CH2:17][CH2:18][C:19]1[CH:20]=[CH:21][CH:22]=[CH:23][CH:24]=1)[C:45](=[O:54])[O:46][CH2:47][C:48]1[CH:53]=[CH:52][CH:51]=[CH:50][CH:49]=1. The catalyst class is: 30. (2) Reactant: [C:1]([C@H:5]1[CH2:10][CH2:9][C@H:8]([NH:11][C:12]2[N:13]=[CH:14][C:15]3[C:20]([CH:21]=2)=[CH:19][C:18]([C:22](O)=[O:23])=[CH:17][CH:16]=3)[CH2:7][CH2:6]1)([CH3:4])([CH3:3])[CH3:2].Cl.[NH2:26][C:27]12[CH2:34][CH2:33][C:30]([C:35]([O:37][CH3:38])=[O:36])([CH2:31][CH2:32]1)[CH2:29][CH2:28]2.CCN(C(C)C)C(C)C.CN(C(ON1N=NC2C=CC=NC1=2)=[N+](C)C)C.F[P-](F)(F)(F)(F)F. Product: [C:1]([C@H:5]1[CH2:10][CH2:9][C@H:8]([NH:11][C:12]2[N:13]=[CH:14][C:15]3[C:20]([CH:21]=2)=[CH:19][C:18]([C:22]([NH:26][C:27]24[CH2:28][CH2:29][C:30]([C:35]([O:37][CH3:38])=[O:36])([CH2:33][CH2:34]2)[CH2:31][CH2:32]4)=[O:23])=[CH:17][CH:16]=3)[CH2:7][CH2:6]1)([CH3:4])([CH3:2])[CH3:3]. The catalyst class is: 2. (3) Reactant: [CH3:1][N:2]([CH3:29])[C:3]1([C:8]2[N:12]3[CH:13]=[C:14]([O:17][C@H:18]4[C:27]5[C:22](=[CH:23][CH:24]=[CH:25][CH:26]=5)[C@@H:21]([NH2:28])[CH2:20][CH2:19]4)[CH:15]=[CH:16][C:11]3=[N:10][N:9]=2)[CH2:7][CH2:6][CH2:5][CH2:4]1.ClC(Cl)(Cl)C[O:33][C:34](=O)[NH:35][C:36]1[N:37]([C:45]2[CH:50]=[CH:49][C:48]([CH3:51])=[CH:47][CH:46]=2)[N:38]=[C:39]([C:41]([CH3:44])([CH3:43])[CH3:42])[CH:40]=1.CCN(C(C)C)C(C)C.O. Product: [C:41]([C:39]1[CH:40]=[C:36]([NH:35][C:34]([NH:28][C@@H:21]2[C:22]3[C:27](=[CH:26][CH:25]=[CH:24][CH:23]=3)[C@H:18]([O:17][C:14]3[CH:15]=[CH:16][C:11]4[N:12]([C:8]([C:3]5([N:2]([CH3:29])[CH3:1])[CH2:7][CH2:6][CH2:5][CH2:4]5)=[N:9][N:10]=4)[CH:13]=3)[CH2:19][CH2:20]2)=[O:33])[N:37]([C:45]2[CH:50]=[CH:49][C:48]([CH3:51])=[CH:47][CH:46]=2)[N:38]=1)([CH3:44])([CH3:42])[CH3:43]. The catalyst class is: 225. (4) Reactant: [O:1]=[C:2]1[NH:7][CH:6]=[N:5][C:4]2[N:8]([C:11]3[CH:18]=[CH:17][C:14]([CH:15]=[O:16])=[CH:13][CH:12]=3)[N:9]=[CH:10][C:3]1=2.[BH4-].[Na+]. Product: [OH:16][CH2:15][C:14]1[CH:17]=[CH:18][C:11]([N:8]2[C:4]3[N:5]=[CH:6][NH:7][C:2](=[O:1])[C:3]=3[CH:10]=[N:9]2)=[CH:12][CH:13]=1. The catalyst class is: 7.